From a dataset of Catalyst prediction with 721,799 reactions and 888 catalyst types from USPTO. Predict which catalyst facilitates the given reaction. (1) Reactant: CS([C:5]1[N:10]=[C:9]([C:11]([F:14])([F:13])[F:12])[CH:8]=[CH:7][N:6]=1)(=O)=O.[F:15][C:16]1[CH:17]=[C:18]([CH2:26]C#N)[CH:19]=[C:20]([C:22]([F:25])([F:24])[F:23])[CH:21]=1.C[Si]([N-][Si](C)(C)C)(C)C.[Na+].[NH4+].[Cl-].C1C[O:44]CC1. Product: [F:15][C:16]1[CH:17]=[C:18]([C:26]([C:5]2[N:10]=[C:9]([C:11]([F:14])([F:13])[F:12])[CH:8]=[CH:7][N:6]=2)=[O:44])[CH:19]=[C:20]([C:22]([F:25])([F:24])[F:23])[CH:21]=1. The catalyst class is: 5. (2) Reactant: [CH3:1][O:2][C:3](=[O:17])[CH:4]=[CH:5][C:6]1[CH:11]=[CH:10][C:9]([C:12]([CH3:15])([CH3:14])[CH3:13])=[CH:8][C:7]=1[OH:16].[C:18]([O:22][C:23]([N:25]1[CH2:30][CH2:29][CH:28](OS(C)(=O)=O)[CH2:27][CH2:26]1)=[O:24])([CH3:21])([CH3:20])[CH3:19].C(=O)([O-])[O-].[K+].[K+]. Product: [C:18]([O:22][C:23]([N:25]1[CH2:30][CH2:29][CH:28]([O:16][C:7]2[CH:8]=[C:9]([C:12]([CH3:13])([CH3:14])[CH3:15])[CH:10]=[CH:11][C:6]=2[CH:5]=[CH:4][C:3]([O:2][CH3:1])=[O:17])[CH2:27][CH2:26]1)=[O:24])([CH3:21])([CH3:19])[CH3:20]. The catalyst class is: 3. (3) Reactant: [OH:1][C:2]1[CH:3]=[CH:4][C:5]([N+:10]([O-:12])=[O:11])=[C:6]([CH:9]=1)[CH:7]=[O:8].[CH:13]([Mg]Br)=[CH2:14].Cl. Product: [OH:1][C:2]1[CH:3]=[CH:4][C:5]([N+:10]([O-:12])=[O:11])=[C:6]([CH:7]([OH:8])[CH:13]=[CH2:14])[CH:9]=1. The catalyst class is: 7. (4) Reactant: Cl[C:2]1[N:7]=[CH:6][C:5]([C:8]2[C:9]([CH2:22][CH3:23])=[C:10]([CH2:14][CH2:15][CH2:16][C:17]([O:19][CH2:20][CH3:21])=[O:18])[CH:11]=[CH:12][CH:13]=2)=[CH:4][N:3]=1.CC1(C)C(C)(C)OB([C:32]2[CH:37]=[CH:36][C:35]([O:38][CH:39]([CH3:41])[CH3:40])=[C:34]([C:42]([F:45])([F:44])[F:43])[CH:33]=2)O1.P([O-])([O-])([O-])=O.[K+].[K+].[K+]. Product: [CH2:22]([C:9]1[C:8]([C:5]2[CH:4]=[N:3][C:2]([C:32]3[CH:37]=[CH:36][C:35]([O:38][CH:39]([CH3:40])[CH3:41])=[C:34]([C:42]([F:43])([F:45])[F:44])[CH:33]=3)=[N:7][CH:6]=2)=[CH:13][CH:12]=[CH:11][C:10]=1[CH2:14][CH2:15][CH2:16][C:17]([O:19][CH2:20][CH3:21])=[O:18])[CH3:23]. The catalyst class is: 108. (5) Reactant: [CH2:1]([O:4][C:5]1[CH:9]=[C:8]([CH2:10][CH2:11][C:12]([O:14][CH2:15][CH3:16])=[O:13])[NH:7][N:6]=1)[CH2:2][CH3:3].C(=O)([O-])[O-].[K+].[K+].[Cl:23][C:24]1[CH:29]=[C:28]([Cl:30])[CH:27]=[CH:26][C:25]=1[CH:31](Cl)[CH3:32].CN(C)C=O. Product: [Cl:23][C:24]1[CH:29]=[C:28]([Cl:30])[CH:27]=[CH:26][C:25]=1[CH:31]([N:7]1[C:8]([CH2:10][CH2:11][C:12]([O:14][CH2:15][CH3:16])=[O:13])=[CH:9][C:5]([O:4][CH2:1][CH2:2][CH3:3])=[N:6]1)[CH3:32]. The catalyst class is: 6. (6) Reactant: [OH:1][C:2]1[CH:3]=[C:4]([CH:15]=[C:16]([O:18][C@H:19]2[CH2:23][CH2:22][N:21]([CH3:24])[C:20]2=[O:25])[CH:17]=1)[C:5]([NH:7][C:8]1[CH:13]=[N:12][C:11]([CH3:14])=[CH:10][N:9]=1)=[O:6].Br[C:27]1[CH:28]=[CH:29][C:30]([S:33]([CH3:36])(=[O:35])=[O:34])=[N:31][CH:32]=1.C(=O)([O-])[O-].[Cs+].[Cs+]. Product: [CH3:24][N:21]1[CH2:22][CH2:23][C@H:19]([O:18][C:16]2[CH:15]=[C:4]([CH:3]=[C:2]([O:1][C:27]3[CH:32]=[N:31][C:30]([S:33]([CH3:36])(=[O:35])=[O:34])=[CH:29][CH:28]=3)[CH:17]=2)[C:5]([NH:7][C:8]2[CH:13]=[N:12][C:11]([CH3:14])=[CH:10][N:9]=2)=[O:6])[C:20]1=[O:25]. The catalyst class is: 80. (7) Reactant: [F:1][C:2]1[CH:7]=[C:6]([F:8])[CH:5]=[CH:4][C:3]=1[N:9]1[N:17]=[C:16]([C:18]([NH:20][NH2:21])=[O:19])[C:15]2[CH:14]3[CH2:22][CH:11]([CH2:12][CH2:13]3)[C:10]1=2.C(N(CC)CC)C.[C:30](Cl)(=[O:35])[C:31]([CH3:34])([CH3:33])[CH3:32]. Product: [C:30]([NH:21][NH:20][C:18]([C:16]1[C:15]2[CH:14]3[CH2:22][CH:11]([CH2:12][CH2:13]3)[C:10]=2[N:9]([C:3]2[CH:4]=[CH:5][C:6]([F:8])=[CH:7][C:2]=2[F:1])[N:17]=1)=[O:19])(=[O:35])[C:31]([CH3:34])([CH3:33])[CH3:32]. The catalyst class is: 4. (8) Reactant: [CH3:1][O:2][C:3]1[CH:4]=[C:5]2[C:10](=[CH:11][C:12]=1[O:13][CH3:14])[N:9]=[CH:8][CH:7]=[C:6]2[O:15][C:16]1[CH:21]=[CH:20][C:19]([NH:22][CH:23]([CH:28](C(OCC)=O)[C:29]([O:31]CC)=[O:30])[C:24]([F:27])([F:26])[F:25])=[CH:18][C:17]=1[F:39].[OH-].[Na+]. Product: [CH3:1][O:2][C:3]1[CH:4]=[C:5]2[C:10](=[CH:11][C:12]=1[O:13][CH3:14])[N:9]=[CH:8][CH:7]=[C:6]2[O:15][C:16]1[CH:21]=[CH:20][C:19]([NH:22][CH:23]([C:24]([F:27])([F:25])[F:26])[CH2:28][C:29]([OH:31])=[O:30])=[CH:18][C:17]=1[F:39]. The catalyst class is: 97.